From a dataset of Reaction yield outcomes from USPTO patents with 853,638 reactions. Predict the reaction yield, written as a fraction of the theoretical maximum amount of product (1.0 means a 100% yield; for example, 0.34 means a 34% yield). The product is [N:3]1[CH:4]=[CH:5][CH:6]=[CH:7][C:2]=1[C:11]#[C:10][CH2:9][CH2:8][C:12]1[O:13][C:14]2[C:15](=[C:17]([OH:21])[CH:18]=[CH:19][CH:20]=2)[N:16]=1. No catalyst specified. The reactants are Br[C:2]1[CH:7]=[CH:6][CH:5]=[CH:4][N:3]=1.[CH2:8]([C:12]1[O:13][C:14]2[C:15](=[C:17]([OH:21])[CH:18]=[CH:19][CH:20]=2)[N:16]=1)[CH2:9][C:10]#[CH:11]. The yield is 0.0700.